Dataset: Peptide-MHC class II binding affinity with 134,281 pairs from IEDB. Task: Regression. Given a peptide amino acid sequence and an MHC pseudo amino acid sequence, predict their binding affinity value. This is MHC class II binding data. The peptide sequence is RSLPPIVKDASIQVV. The MHC is DRB1_0101 with pseudo-sequence DRB1_0101. The binding affinity (normalized) is 0.286.